This data is from Reaction yield outcomes from USPTO patents with 853,638 reactions. The task is: Predict the reaction yield, written as a fraction of the theoretical maximum amount of product (1.0 means a 100% yield; for example, 0.34 means a 34% yield). (1) The reactants are [O:1]1[C:6]2[CH:7]=[CH:8][C:9]([NH2:11])=[CH:10][C:5]=2[O:4][CH2:3][CH2:2]1.[Br:12]N1C(=O)CCC1=O. The catalyst is O1CCCC1.S(=O)(=O)(O)O. The product is [Br:12][C:8]1[C:9]([NH2:11])=[CH:10][C:5]2[O:4][CH2:3][CH2:2][O:1][C:6]=2[CH:7]=1. The yield is 0.930. (2) The reactants are [F:1][C:2]1[CH:7]=[CH:6][C:5]([C:8](=[O:18])[CH2:9][C:10]2[CH:15]=[CH:14][N:13]=[C:12]([S:16][CH3:17])[N:11]=2)=[CH:4][CH:3]=1.CO[CH:21](OC)[N:22]([CH3:24])[CH3:23]. No catalyst specified. The product is [CH3:21][N:22]([CH3:24])/[CH:23]=[C:9](/[C:10]1[CH:15]=[CH:14][N:13]=[C:12]([S:16][CH3:17])[N:11]=1)\[C:8]([C:5]1[CH:6]=[CH:7][C:2]([F:1])=[CH:3][CH:4]=1)=[O:18]. The yield is 0.970. (3) The reactants are [Br:1][C:2]1[N:3]=[C:4]([CH:10]2[CH2:15][CH2:14][N:13]([C:16]([O:18][C:19]([CH3:22])([CH3:21])[CH3:20])=[O:17])[CH2:12][CH2:11]2)[N:5]([CH2:7][CH2:8][OH:9])[CH:6]=1.C(N(CC)CC)C.[CH3:30][S:31](Cl)(=[O:33])=[O:32]. The catalyst is ClCCl. The product is [Br:1][C:2]1[N:3]=[C:4]([CH:10]2[CH2:15][CH2:14][N:13]([C:16]([O:18][C:19]([CH3:22])([CH3:21])[CH3:20])=[O:17])[CH2:12][CH2:11]2)[N:5]([CH2:7][CH2:8][O:9][S:31]([CH3:30])(=[O:33])=[O:32])[CH:6]=1. The yield is 0.960. (4) The reactants are FC(F)(F)S([O:6][S:7]([C:10]([F:13])([F:12])[F:11])(=[O:9])=[O:8])(=O)=O.[F:16][C:17]1[CH:18]=[CH:19][C:20](O)=[C:21]([C:23](=[O:25])[CH3:24])[CH:22]=1. The catalyst is N1C=CC=CC=1.C(OCC)C. The product is [F:13][C:10]([F:11])([F:12])[S:7]([O:6][C:20]1[CH:19]=[CH:18][C:17]([F:16])=[CH:22][C:21]=1[C:23](=[O:25])[CH3:24])(=[O:8])=[O:9]. The yield is 1.00. (5) The reactants are [Br:1][C:2]1[CH:7]=[CH:6][C:5]([N:8]=[C:9](Cl)[C:10]2[CH:15]=[CH:14][C:13]([Cl:16])=[CH:12][C:11]=2[Cl:17])=[CH:4][CH:3]=1.C([O:21][C:22]([C:24]1[N:25]=[CH:26][N:27]([C:30]2[CH:35]=[CH:34][CH:33]=[CH:32][CH:31]=2)[C:28]=1[NH2:29])=O)C. The catalyst is ClCCCl.[Ti](Cl)(Cl)(Cl)Cl. The product is [Br:1][C:2]1[CH:7]=[CH:6][C:5]([N:8]2[C:22](=[O:21])[C:24]3[N:25]=[CH:26][N:27]([C:30]4[CH:31]=[CH:32][CH:33]=[CH:34][CH:35]=4)[C:28]=3[N:29]=[C:9]2[C:10]2[CH:15]=[CH:14][C:13]([Cl:16])=[CH:12][C:11]=2[Cl:17])=[CH:4][CH:3]=1. The yield is 0.360. (6) The reactants are [Cl:1][C:2]1[CH:3]=[C:4]2[C:9](=[CH:10][C:11]=1F)[O:8][CH:7]([C:13]([F:16])([F:15])[F:14])[C:6]([C:17]([O:19][CH2:20][CH3:21])=[O:18])=[CH:5]2.[CH2:22]([NH2:25])[CH2:23][CH3:24].C([O-])([O-])=O.[K+].[K+]. The catalyst is CN(C=O)C. The product is [Cl:1][C:2]1[CH:3]=[C:4]2[C:9](=[CH:10][C:11]=1[NH:25][CH2:22][CH2:23][CH3:24])[O:8][CH:7]([C:13]([F:16])([F:15])[F:14])[C:6]([C:17]([O:19][CH2:20][CH3:21])=[O:18])=[CH:5]2. The yield is 0.790.